This data is from Forward reaction prediction with 1.9M reactions from USPTO patents (1976-2016). The task is: Predict the product of the given reaction. (1) The product is: [CH3:20][O:19][C:15]1[CH:14]=[C:13]([CH:18]=[CH:17][CH:16]=1)[CH2:12][CH2:11][N:9]([CH3:10])[C:7]([C:5]1[S:6][C:2]([C:21]2[CH:26]=[CH:25][CH:24]=[CH:23][CH:22]=2)=[CH:3][CH:4]=1)=[O:8]. Given the reactants Br[C:2]1[S:6][C:5]([C:7]([N:9]([CH2:11][CH2:12][C:13]2[CH:18]=[CH:17][CH:16]=[C:15]([O:19][CH3:20])[CH:14]=2)[CH3:10])=[O:8])=[CH:4][CH:3]=1.[C:21]1(B(O)O)[CH:26]=[CH:25][CH:24]=[CH:23][CH:22]=1, predict the reaction product. (2) Given the reactants C([O:8][C:9]1[C:14]([F:15])=[CH:13][C:12]([C:16]2[N:21]=[C:20]3[NH:22][N:23]=[C:24](I)[C:19]3=[C:18]([NH:26][CH2:27][C:28]3[CH:33]=[CH:32][CH:31]=[CH:30][C:29]=3[N:34]([CH3:39])[S:35]([CH3:38])(=[O:37])=[O:36])[N:17]=2)=[C:11]([CH2:40][CH3:41])[CH:10]=1)C1C=CC=CC=1.CN.C1CCN2[C:47](=[N:48][CH2:49]CC2)CC1.C1C[O:58]CC1, predict the reaction product. The product is: [CH2:40]([C:11]1[CH:10]=[C:9]([OH:8])[C:14]([F:15])=[CH:13][C:12]=1[C:16]1[N:21]=[C:20]2[NH:22][N:23]=[C:24]([C:49]([NH:48][CH3:47])=[O:58])[C:19]2=[C:18]([NH:26][CH2:27][C:28]2[CH:33]=[CH:32][CH:31]=[CH:30][C:29]=2[N:34]([CH3:39])[S:35]([CH3:38])(=[O:36])=[O:37])[N:17]=1)[CH3:41].